Dataset: Forward reaction prediction with 1.9M reactions from USPTO patents (1976-2016). Task: Predict the product of the given reaction. (1) Given the reactants [Cl:1][C:2]1[CH:3]=[C:4]2[C:8](=[CH:9][CH:10]=1)[NH:7][C:6]([C:11]([NH:13][NH:14][C:15](=[O:23])[C:16]1[CH:21]=[CH:20][CH:19]=[CH:18][C:17]=1[NH2:22])=[O:12])=[CH:5]2.[C:24]([O-])([O-])(OC)[CH3:25].CS(O)(=O)=O.O, predict the reaction product. The product is: [CH3:24][C:25]1[N:14]([NH:13][C:11]([C:6]2[NH:7][C:8]3[C:4]([CH:5]=2)=[CH:3][C:2]([Cl:1])=[CH:10][CH:9]=3)=[O:12])[C:15](=[O:23])[C:16]2[C:17](=[CH:18][CH:19]=[CH:20][CH:21]=2)[N:22]=1. (2) The product is: [Cl:4][C:5]1[CH:6]=[CH:7][N:8]2[CH2:13][CH2:12][N:11]([C:14]3[CH:15]=[C:16]4[C:20](=[CH:21][CH:22]=3)[N:19]([CH2:23][C:24]([OH:26])=[O:25])[CH:18]=[CH:17]4)[C:10](=[O:31])[C:9]=12. Given the reactants O[Li].O.[Cl:4][C:5]1[CH:6]=[CH:7][N:8]2[CH2:13][CH2:12][N:11]([C:14]3[CH:15]=[C:16]4[C:20](=[CH:21][CH:22]=3)[N:19]([CH2:23][C:24]([O:26]C(C)(C)C)=[O:25])[CH:18]=[CH:17]4)[C:10](=[O:31])[C:9]=12, predict the reaction product. (3) Given the reactants [CH2:1]([O:3][C:4](=[O:26])[CH:5]([NH:17][C:18]1[CH:23]=[CH:22][C:21]([C:24]#[N:25])=[CH:20][CH:19]=1)[C:6]1[CH:11]=[C:10]([O:12][CH2:13][CH3:14])[CH:9]=[C:8]([OH:15])[C:7]=1[F:16])[CH3:2].[C:27]([O:31][C:32]([N:34]1[CH2:39][CH2:38][CH:37]([CH2:40][CH2:41]O)[CH2:36][CH2:35]1)=[O:33])([CH3:30])([CH3:29])[CH3:28].N(C(OCC)=O)=NC(OCC)=O.C1(P(C2C=CC=CC=2)C2C=CC=CC=2)C=CC=CC=1, predict the reaction product. The product is: [C:27]([O:31][C:32]([N:34]1[CH2:39][CH2:38][CH:37]([CH2:40][CH2:41][O:15][C:8]2[CH:9]=[C:10]([O:12][CH2:13][CH3:14])[CH:11]=[C:6]([CH:5]([NH:17][C:18]3[CH:19]=[CH:20][C:21]([C:24]#[N:25])=[CH:22][CH:23]=3)[C:4]([O:3][CH2:1][CH3:2])=[O:26])[C:7]=2[F:16])[CH2:36][CH2:35]1)=[O:33])([CH3:30])([CH3:29])[CH3:28]. (4) Given the reactants C([O:8][C:9]1[CH:14]=[CH:13][CH:12]=[CH:11][C:10]=1[C:15]1([NH:18][C:19]2[C:20](=[O:37])[N:21]([C:26]3[CH:27]=[C:28]([CH:33]=[CH:34][C:35]=3[CH3:36])[C:29]([O:31][CH3:32])=[O:30])[CH:22]=[C:23](Br)[N:24]=2)[CH2:17][CH2:16]1)C1C=CC=CC=1.C([O-])=O.[NH4+].ClCCl.O, predict the reaction product. The product is: [OH:8][C:9]1[CH:14]=[CH:13][CH:12]=[CH:11][C:10]=1[C:15]1([NH:18][C:19]2[C:20](=[O:37])[N:21]([C:26]3[CH:27]=[C:28]([CH:33]=[CH:34][C:35]=3[CH3:36])[C:29]([O:31][CH3:32])=[O:30])[CH:22]=[CH:23][N:24]=2)[CH2:16][CH2:17]1. (5) Given the reactants C(OC([N:8]1[CH2:13][CH2:12][CH:11]([O:14][C:15]2[C:24]3[C:19](=[CH:20][CH:21]=[C:22]([F:25])[CH:23]=3)[CH:18]=[C:17]([CH2:26][C:27]([O:29][CH3:30])=[O:28])[CH:16]=2)[CH2:10][CH2:9]1)=O)(C)(C)C.Cl, predict the reaction product. The product is: [CH3:30][O:29][C:27](=[O:28])[CH2:26][C:17]1[CH:16]=[C:15]([O:14][CH:11]2[CH2:10][CH2:9][NH:8][CH2:13][CH2:12]2)[C:24]2[C:19](=[CH:20][CH:21]=[C:22]([F:25])[CH:23]=2)[CH:18]=1.